From a dataset of Peptide-MHC class I binding affinity with 185,985 pairs from IEDB/IMGT. Regression. Given a peptide amino acid sequence and an MHC pseudo amino acid sequence, predict their binding affinity value. This is MHC class I binding data. The peptide sequence is NPGARNARL. The MHC is HLA-B08:01 with pseudo-sequence HLA-B08:01. The binding affinity (normalized) is 0.831.